From a dataset of Peptide-MHC class II binding affinity with 134,281 pairs from IEDB. Regression. Given a peptide amino acid sequence and an MHC pseudo amino acid sequence, predict their binding affinity value. This is MHC class II binding data. (1) The binding affinity (normalized) is 0.309. The peptide sequence is KKCDESVLTRLEAWLTE. The MHC is HLA-DQA10201-DQB10402 with pseudo-sequence HLA-DQA10201-DQB10402. (2) The peptide sequence is PNYLALLVKYVDGDG. The MHC is DRB4_0101 with pseudo-sequence DRB4_0103. The binding affinity (normalized) is 0.509. (3) The peptide sequence is LVGPTPVNIIGRDLLTQIGC. The MHC is DRB1_1501 with pseudo-sequence DRB1_1501. The binding affinity (normalized) is 0.471. (4) The peptide sequence is AYKTAEGATPEAKYD. The MHC is HLA-DPA10103-DPB10401 with pseudo-sequence HLA-DPA10103-DPB10401. The binding affinity (normalized) is 0. (5) The peptide sequence is WGAIWRIDTPDKLTG. The MHC is HLA-DPA10201-DPB10501 with pseudo-sequence HLA-DPA10201-DPB10501. The binding affinity (normalized) is 0. (6) The peptide sequence is QVHFQPLPPAVVKLS. The MHC is DRB1_0301 with pseudo-sequence DRB1_0301. The binding affinity (normalized) is 0.